This data is from TCR-epitope binding with 47,182 pairs between 192 epitopes and 23,139 TCRs. The task is: Binary Classification. Given a T-cell receptor sequence (or CDR3 region) and an epitope sequence, predict whether binding occurs between them. (1) The epitope is IQYIDIGNY. The TCR CDR3 sequence is CASSLGAYNEQFF. Result: 1 (the TCR binds to the epitope). (2) The epitope is FVDGVPFVV. The TCR CDR3 sequence is CASSLGGTAYSPLHF. Result: 1 (the TCR binds to the epitope). (3) The epitope is QIKVRVKMV. The TCR CDR3 sequence is CASSLAAGWSNEQFF. Result: 0 (the TCR does not bind to the epitope). (4) The epitope is TFYLTNDVSFL. The TCR CDR3 sequence is CASSQRNTNTEAFF. Result: 0 (the TCR does not bind to the epitope). (5) The epitope is RLQSLQTYV. The TCR CDR3 sequence is CASIGLSGAGELFF. Result: 0 (the TCR does not bind to the epitope). (6) The epitope is YLNTLTLAV. The TCR CDR3 sequence is CASSSFGGLPEQYF. Result: 1 (the TCR binds to the epitope). (7) The epitope is IIKDYGKQM. The TCR CDR3 sequence is CASSAGTGEAHEQYF. Result: 0 (the TCR does not bind to the epitope).